Dataset: HIV replication inhibition screening data with 41,000+ compounds from the AIDS Antiviral Screen. Task: Binary Classification. Given a drug SMILES string, predict its activity (active/inactive) in a high-throughput screening assay against a specified biological target. (1) The result is 0 (inactive). The molecule is CC1(C=O)C(=O)CCC2(C)C3CC(=O)OC3CCC12. (2) The molecule is O=S(=O)(N=S(Nc1ccccc1)C(Cl)Cl)c1ccccc1. The result is 0 (inactive). (3) The compound is Fc1ccc(C=NC23CC4CC(CC(C4)C2)C3)cc1. The result is 0 (inactive). (4) The compound is COC1CCC(C(C)O)OO1. The result is 0 (inactive). (5) The drug is Cn1ccc(C(=O)NCCOCCNC(=O)c2ccn(C)c(=O)c2O)c(O)c1=O. The result is 0 (inactive).